This data is from Forward reaction prediction with 1.9M reactions from USPTO patents (1976-2016). The task is: Predict the product of the given reaction. (1) Given the reactants [C:1]([N:8]1[CH2:13][CH2:12][NH:11][CH:10]([CH2:14][C:15](OC)=[O:16])[CH2:9]1)([O:3][C:4]([CH3:7])([CH3:6])[CH3:5])=[O:2].[BH4-].[Na+], predict the reaction product. The product is: [C:4]([O:3][C:1]([N:8]1[CH2:13][CH2:12][NH:11][CH:10]([CH2:14][CH2:15][OH:16])[CH2:9]1)=[O:2])([CH3:7])([CH3:6])[CH3:5]. (2) Given the reactants [C:1]([O:5][C:6]([N:8]1[CH2:13][CH2:12][CH:11]([C:14]2[CH:19]=[CH:18][C:17]([NH2:20])=[C:16](Br)[CH:15]=2)[CH2:10][CH2:9]1)=[O:7])([CH3:4])([CH3:3])[CH3:2].CCO.[C:25]1(B(O)O)[CH2:31][CH2:30][CH2:29][CH2:28][CH2:27][CH:26]=1.C([O-])([O-])=O.[Na+].[Na+], predict the reaction product. The product is: [C:1]([O:5][C:6]([N:8]1[CH2:13][CH2:12][CH:11]([C:14]2[CH:19]=[CH:18][C:17]([NH2:20])=[C:16]([C:25]3[CH2:31][CH2:30][CH2:29][CH2:28][CH2:27][CH:26]=3)[CH:15]=2)[CH2:10][CH2:9]1)=[O:7])([CH3:4])([CH3:3])[CH3:2].